This data is from Forward reaction prediction with 1.9M reactions from USPTO patents (1976-2016). The task is: Predict the product of the given reaction. Given the reactants [ClH:1].[F:2][C:3]1[C:4]([F:28])=[CH:5][C:6]2OC[C:9]3([C:17]4[C:12](=[CH:13][CH:14]=[CH:15][CH:16]=4)[N:11]([CH2:18]C4CCNCC4)[C:10]3=O)[C:7]=2[CH:8]=1.[CH2:29]([N:31]([CH2:34]C)[CH2:32]C)[CH3:30].[CH2:36]=[O:37].C(O[BH-](O[C:48](=O)[CH3:49])OC(=O)C)(=O)C.[Na+].[O:52]1CCCC1, predict the reaction product. The product is: [ClH:1].[F:2][C:3]1[C:4]([F:28])=[CH:5][C:6]2[O:37][C:36](=[O:52])[C:9]3([C:17]4[C:12](=[CH:13][CH:14]=[CH:15][CH:16]=4)[N:11]([CH2:18][CH:48]4[CH2:49][CH2:32][N:31]([CH3:34])[CH2:29][CH2:30]4)[CH2:10]3)[C:7]=2[CH:8]=1.